Dataset: Forward reaction prediction with 1.9M reactions from USPTO patents (1976-2016). Task: Predict the product of the given reaction. (1) The product is: [CH3:11][O:10][CH2:8][CH2:7][CH2:6][C:5](=[O:4])[CH2:18][C:16](=[O:17])[C:12]([CH3:15])([CH3:14])[CH3:13]. Given the reactants [H-].[Na+].C[O:4][CH2:5][CH2:6][CH2:7][C:8]([O:10][CH3:11])=O.[C:12]([C:16]([CH3:18])=[O:17])([CH3:15])([CH3:14])[CH3:13], predict the reaction product. (2) The product is: [N:8]1([C:4]2[N:3]=[C:2]([N:13]3[CH2:18][CH2:17][CH2:16][CH2:15][CH:14]3[CH2:19][CH2:20][OH:21])[CH:7]=[CH:6][N:5]=2)[CH:12]=[CH:11][N:10]=[CH:9]1. Given the reactants Cl[C:2]1[CH:7]=[CH:6][N:5]=[C:4]([N:8]2[CH:12]=[CH:11][N:10]=[CH:9]2)[N:3]=1.[NH:13]1[CH2:18][CH2:17][CH2:16][CH2:15][CH:14]1[CH2:19][CH2:20][OH:21].CCN(C(C)C)C(C)C, predict the reaction product. (3) Given the reactants [NH2:1][C:2]1[N:10]=[C:9]([C:11]2[C:19]3[C:14](=[N:15][CH:16]=[CH:17][CH:18]=3)[N:13]([CH2:20][C:21]3[CH:26]=[CH:25][CH:24]=[CH:23][C:22]=3[F:27])[N:12]=2)[N:8]=[C:7]2[C:3]=1[NH:4][C:5](=[O:33])[N:6]2[CH2:28][C:29]([F:32])([F:31])[F:30].[CH3:34]CN(P1(N(C)CCCN1C)=NC(C)(C)C)CC.IC, predict the reaction product. The product is: [NH2:1][C:2]1[N:10]=[C:9]([C:11]2[C:19]3[C:14](=[N:15][CH:16]=[CH:17][CH:18]=3)[N:13]([CH2:20][C:21]3[CH:26]=[CH:25][CH:24]=[CH:23][C:22]=3[F:27])[N:12]=2)[N:8]=[C:7]2[C:3]=1[N:4]([CH3:34])[C:5](=[O:33])[N:6]2[CH2:28][C:29]([F:32])([F:31])[F:30]. (4) Given the reactants [CH3:1][C:2]1([CH3:31])[C@@H:26]([OH:27])[CH2:25][CH2:24][C@@:23]2([CH3:28])[C:3]1=[CH:4][CH:5]=[C:6]1[C@@H:22]2[CH2:21][CH2:20][C@@:19]2([CH3:29])[C@H:7]1[CH2:8][C@H:9]([OH:30])[C@@H:10]2[C@H:11]([CH3:18])[CH2:12][CH2:13][CH2:14][CH:15]([CH3:17])[CH3:16].Cl.C1C=CC=CC=1, predict the reaction product. The product is: [CH3:31][C:2]1([CH3:1])[C@@H:26]([OH:27])[CH2:25][CH2:24][C@@:23]2([CH3:28])[C@H:3]1[CH2:4][CH2:5][C:6]1[C:7]3[C@:19]([CH3:29])([CH2:20][CH2:21][C:22]=12)[C@@H:10]([C@H:11]([CH3:18])[CH2:12][CH2:13][CH2:14][CH:15]([CH3:17])[CH3:16])[C@@H:9]([OH:30])[CH:8]=3. (5) The product is: [CH3:1][O:2][C:3]1[N:4]=[C:5]2[CH:14]=[CH:15][NH:16][C:6]2=[CH:7][C:8]=1[O:9][CH3:10]. Given the reactants [CH3:1][O:2][C:3]1[C:8]([O:9][CH3:10])=[CH:7][C:6]([N+]([O-])=O)=[C:5]([CH:14]=[CH:15][N+:16]([O-])=O)[N:4]=1, predict the reaction product. (6) Given the reactants Br[C:2]1[CH:3]=[C:4]([C:14]#[N:15])[C:5]2[C:10]([CH:11]=1)=[CH:9][CH:8]=[C:7]([OH:12])[C:6]=2[Cl:13].[Si]([O:23][C:24]1[CH:29]=[CH:28][C:27](B(O)O)=[CH:26][CH:25]=1)(C(C)(C)C)(C)C, predict the reaction product. The product is: [Cl:13][C:6]1[C:7]([OH:12])=[CH:8][CH:9]=[C:10]2[C:5]=1[C:4]([C:14]#[N:15])=[CH:3][C:2]([C:27]1[CH:28]=[CH:29][C:24]([OH:23])=[CH:25][CH:26]=1)=[CH:11]2. (7) Given the reactants [Cl:1][C:2]1[N:11]=[C:10](Cl)[C:9]2[C:4](=[CH:5][CH:6]=[CH:7][CH:8]=2)[N:3]=1.[Cl:13][C:14]1[CH:21]=[CH:20][C:17]([CH2:18][NH2:19])=[CH:16][CH:15]=1.[CH3:22][C:23]1[CH:27]=[C:26]([CH3:28])[NH:25][N:24]=1, predict the reaction product. The product is: [ClH:1].[Cl:13][C:14]1[CH:21]=[CH:20][C:17]([CH2:18][NH:19][C:10]2[C:9]3[C:4](=[CH:5][CH:6]=[CH:7][CH:8]=3)[N:3]=[C:2]([N:24]3[C:23]([CH3:22])=[CH:27][C:26]([CH3:28])=[N:25]3)[N:11]=2)=[CH:16][CH:15]=1.